This data is from Full USPTO retrosynthesis dataset with 1.9M reactions from patents (1976-2016). The task is: Predict the reactants needed to synthesize the given product. (1) Given the product [C:1]([C:3]1[N:8]=[CH:7][C:6]([N:9]2[C:16](=[O:17])[C:12]3([CH2:15][CH2:14][CH2:13]3)[N:11]([C:18]3[CH:26]=[CH:25][C:21]([C:22]([NH2:34])=[O:23])=[C:20]([F:27])[CH:19]=3)[C:10]2=[S:28])=[CH:5][C:4]=1[C:29]([F:31])([F:32])[F:30])#[N:2], predict the reactants needed to synthesize it. The reactants are: [C:1]([C:3]1[N:8]=[CH:7][C:6]([N:9]2[C:16](=[O:17])[C:12]3([CH2:15][CH2:14][CH2:13]3)[N:11]([C:18]3[CH:26]=[CH:25][C:21]([C:22](O)=[O:23])=[C:20]([F:27])[CH:19]=3)[C:10]2=[S:28])=[CH:5][C:4]=1[C:29]([F:32])([F:31])[F:30])#[N:2].C[N:34](C=O)C.C(Cl)(=O)C(Cl)=O.N. (2) Given the product [C:1]([O:5][C:6]([N:8]1[CH2:12][CH2:11][C@H:10]([C@H:13]([O:23][C:25]2[CH:30]=[CH:29][C:28]([C:31]([F:34])([F:33])[F:32])=[CH:27][CH:26]=2)[CH2:14][OH:15])[CH2:9]1)=[O:7])([CH3:2])([CH3:3])[CH3:4], predict the reactants needed to synthesize it. The reactants are: [C:1]([O:5][C:6]([N:8]1[CH2:12][CH2:11][C@H:10]([C@H:13]([OH:23])[CH2:14][O:15]CC2C=CC=CC=2)[CH2:9]1)=[O:7])([CH3:4])([CH3:3])[CH3:2].F[C:25]1[CH:30]=[CH:29][C:28]([C:31]([F:34])([F:33])[F:32])=[CH:27][CH:26]=1.CN(C=O)C.[H-].[Na+]. (3) Given the product [OH:4][C@@H:3]([CH3:5])[CH2:2][C:1]([O:7][C:8]1([CH3:17])[CH2:9][CH2:10][CH:11]([CH:14]([CH3:15])[CH3:16])[CH2:12][CH2:13]1)=[O:6], predict the reactants needed to synthesize it. The reactants are: [C:1]([O:7][C:8]1([CH3:17])[CH2:13][CH2:12][CH:11]([CH:14]([CH3:16])[CH3:15])[CH2:10][CH2:9]1)(=[O:6])[CH2:2][C:3]([CH3:5])=[O:4]. (4) Given the product [F:1][C:2]([C:5]1[N:6]=[C:7]([CH2:10][N:11]2[N:15]=[C:14]([NH:16][C:30]([C:26]3[N:27]=[CH:28][O:29][C:25]=3[C:21]3[CH:22]=[CH:23][CH:24]=[C:19]([O:18][CH3:17])[CH:20]=3)=[O:31])[CH:13]=[N:12]2)[S:8][CH:9]=1)([F:4])[CH3:3], predict the reactants needed to synthesize it. The reactants are: [F:1][C:2]([C:5]1[N:6]=[C:7]([CH2:10][N:11]2[N:15]=[C:14]([NH2:16])[CH:13]=[N:12]2)[S:8][CH:9]=1)([F:4])[CH3:3].[CH3:17][O:18][C:19]1[CH:20]=[C:21]([C:25]2[O:29][CH:28]=[N:27][C:26]=2[C:30](O)=[O:31])[CH:22]=[CH:23][CH:24]=1.